From a dataset of Forward reaction prediction with 1.9M reactions from USPTO patents (1976-2016). Predict the product of the given reaction. (1) Given the reactants [Cl:1][C:2]1[CH:7]=[CH:6][C:5]([C:8]2[N:9]=[C:10]([CH2:24][O:25][CH:26]3[CH2:31][CH2:30][CH2:29][CH2:28][CH2:27]3)[C:11]([C:21]([OH:23])=[O:22])=[N:12][C:13]=2[C:14]2[CH:19]=[CH:18][C:17]([Cl:20])=[CH:16][CH:15]=2)=[CH:4][CH:3]=1.CO.[CH3:34][Si](C=[N+]=[N-])(C)C, predict the reaction product. The product is: [Cl:1][C:2]1[CH:3]=[CH:4][C:5]([C:8]2[N:9]=[C:10]([CH2:24][O:25][CH:26]3[CH2:31][CH2:30][CH2:29][CH2:28][CH2:27]3)[C:11]([C:21]([O:23][CH3:34])=[O:22])=[N:12][C:13]=2[C:14]2[CH:15]=[CH:16][C:17]([Cl:20])=[CH:18][CH:19]=2)=[CH:6][CH:7]=1. (2) Given the reactants [CH3:1][O:2][C:3]1[CH:40]=[CH:39][C:6]([CH2:7][N:8]([CH2:30][C:31]2[CH:36]=[CH:35][C:34]([O:37][CH3:38])=[CH:33][CH:32]=2)[C:9]2[N:14]=[CH:13][C:12]([C:15]3[C:16]4[CH2:29][CH2:28][NH:27][C:17]=4[N:18]=[C:19]([N:21]4[CH2:26][CH2:25][O:24][CH2:23][CH2:22]4)[N:20]=3)=[CH:11][N:10]=2)=[CH:5][CH:4]=1.Br[C:42]1[CH:43]=[C:44]([CH2:48][CH2:49][C:50]([N:52]2[CH2:57][CH2:56][N:55]([CH2:58][CH2:59][OH:60])[CH2:54][CH2:53]2)=[O:51])[CH:45]=[CH:46][CH:47]=1, predict the reaction product. The product is: [CH3:38][O:37][C:34]1[CH:33]=[CH:32][C:31]([CH2:30][N:8]([CH2:7][C:6]2[CH:5]=[CH:4][C:3]([O:2][CH3:1])=[CH:40][CH:39]=2)[C:9]2[N:10]=[CH:11][C:12]([C:15]3[C:16]4[CH2:29][CH2:28][N:27]([C:42]5[CH:43]=[C:44]([CH2:48][CH2:49][C:50]([N:52]6[CH2:53][CH2:54][N:55]([CH2:58][CH2:59][OH:60])[CH2:56][CH2:57]6)=[O:51])[CH:45]=[CH:46][CH:47]=5)[C:17]=4[N:18]=[C:19]([N:21]4[CH2:26][CH2:25][O:24][CH2:23][CH2:22]4)[N:20]=3)=[CH:13][N:14]=2)=[CH:36][CH:35]=1. (3) Given the reactants [F:1][C:2]1[C:7]([F:8])=[CH:6][C:5]([OH:9])=[C:4]([CH2:10][CH2:11][OH:12])[CH:3]=1.C([O-])([O-])=O.[K+].[K+].Br[CH2:20][C:21]1[CH:26]=[CH:25][CH:24]=[CH:23][CH:22]=1.O, predict the reaction product. The product is: [CH2:20]([O:9][C:5]1[CH:6]=[C:7]([F:8])[C:2]([F:1])=[CH:3][C:4]=1[CH2:10][CH2:11][OH:12])[C:21]1[CH:26]=[CH:25][CH:24]=[CH:23][CH:22]=1. (4) The product is: [Cl:52][C:53]1[CH:54]=[CH:55][C:56]([C:59]2[CH:64]=[CH:63][CH:62]=[CH:61][C:60]=2[CH2:65][N:1]2[CH2:7][CH2:6][CH2:5][CH:4]([N:8]3[CH2:13][CH2:12][N:11]4[C:14]([NH:17][S:18]([C:21]5[CH:26]=[CH:25][C:24]([NH:27][C@@H:28]([CH2:37][S:38][C:39]6[CH:40]=[CH:41][CH:42]=[CH:43][CH:44]=6)[CH2:29][CH2:30][N:31]6[CH2:32][CH2:33][O:34][CH2:35][CH2:36]6)=[C:23]([S:45]([C:48]([F:49])([F:50])[F:51])(=[O:47])=[O:46])[CH:22]=5)(=[O:19])=[O:20])=[N:15][N:16]=[C:10]4[CH2:9]3)[CH2:3][CH2:2]2)=[CH:57][CH:58]=1. Given the reactants [NH:1]1[CH2:7][CH2:6][CH2:5][CH:4]([N:8]2[CH2:13][CH2:12][N:11]3[C:14]([NH:17][S:18]([C:21]4[CH:26]=[CH:25][C:24]([NH:27][C@@H:28]([CH2:37][S:38][C:39]5[CH:44]=[CH:43][CH:42]=[CH:41][CH:40]=5)[CH2:29][CH2:30][N:31]5[CH2:36][CH2:35][O:34][CH2:33][CH2:32]5)=[C:23]([S:45]([C:48]([F:51])([F:50])[F:49])(=[O:47])=[O:46])[CH:22]=4)(=[O:20])=[O:19])=[N:15][N:16]=[C:10]3[CH2:9]2)[CH2:3][CH2:2]1.[Cl:52][C:53]1[CH:58]=[CH:57][C:56]([C:59]2[C:60]([CH:65]=O)=[CH:61][CH:62]=[CH:63][CH:64]=2)=[CH:55][CH:54]=1.C(O)(=O)C.C([BH3-])#N.[Na+], predict the reaction product. (5) Given the reactants C1C[N:4]([P+](ON2N=NC3C=CC=CC2=3)(N2CCCC2)N2CCCC2)CC1.F[P-](F)(F)(F)(F)F.[Cl:34][C:35]1[CH:61]=[CH:60][C:38]2[N:39]([C:47]([C:49]3[CH:50]=[CH:51][C:52]4[O:57][CH2:56][C:55](=[O:58])[NH:54][C:53]=4[CH:59]=3)=[O:48])[C@@H:40]([CH2:43][C:44]([OH:46])=O)[CH2:41][O:42][C:37]=2[CH:36]=1.[NH4+].[Cl-].CCOC(C)=O, predict the reaction product. The product is: [Cl:34][C:35]1[CH:61]=[CH:60][C:38]2[N:39]([C:47]([C:49]3[CH:50]=[CH:51][C:52]4[O:57][CH2:56][C:55](=[O:58])[NH:54][C:53]=4[CH:59]=3)=[O:48])[C@@H:40]([CH2:43][C:44]([NH2:4])=[O:46])[CH2:41][O:42][C:37]=2[CH:36]=1. (6) Given the reactants [CH3:1][O:2][C:3]1[CH:4]=[C:5]2[C:9](=[CH:10][CH:11]=1)[NH:8][C:7]([C:12]([OH:14])=O)=[CH:6]2.[CH2:15]([NH:18][CH2:19][CH2:20][CH3:21])[CH2:16][CH3:17].CN(C(ON1N=NC2C=CC=NC1=2)=[N+](C)C)C.F[P-](F)(F)(F)(F)F, predict the reaction product. The product is: [CH2:15]([N:18]([CH2:19][CH2:20][CH3:21])[C:12]([C:7]1[NH:8][C:9]2[C:5]([CH:6]=1)=[CH:4][C:3]([O:2][CH3:1])=[CH:11][CH:10]=2)=[O:14])[CH2:16][CH3:17].